Dataset: Reaction yield outcomes from USPTO patents with 853,638 reactions. Task: Predict the reaction yield, written as a fraction of the theoretical maximum amount of product (1.0 means a 100% yield; for example, 0.34 means a 34% yield). (1) The reactants are [CH:1]([C:3]1[CH:8]=[CH:7][C:6]([NH:9][C:10](=[O:18])[CH2:11][S:12][CH2:13][C:14](OC)=O)=[CH:5][CH:4]=1)=[O:2].OCC1C=CC(NC(=O)CSC[C:32]([O:34][CH3:35])=[O:33])=CC=1. No catalyst specified. The product is [CH:1]([C:3]1[CH:4]=[CH:5][C:6]([NH:9][C:10](=[O:18])[CH2:11][S:12][CH2:13][CH2:14][C:32]([O:34][CH3:35])=[O:33])=[CH:7][CH:8]=1)=[O:2]. The yield is 0.670. (2) The reactants are Br[C:2]1[C:7]2[CH2:8][O:9][CH:10]([C:12]3[CH:17]=[CH:16][CH:15]=[CH:14][CH:13]=3)[O:11][C:6]=2[C:5]([O:18][CH:19]([CH3:21])[CH3:20])=[C:4]([N+:22]([O-:24])=[O:23])[CH:3]=1.P(OC1C=CC=CC=1)(OC1C=CC=CC=1)OC1C=CC=CC=1.C([O-])([O-])=O.[Cs+].[Cs+].CC(O)C. The catalyst is O1CCOCC1.C1C=CC(/C=C/C(/C=C/C2C=CC=CC=2)=O)=CC=1.C1C=CC(/C=C/C(/C=C/C2C=CC=CC=2)=O)=CC=1.C1C=CC(/C=C/C(/C=C/C2C=CC=CC=2)=O)=CC=1.[Pd].[Pd]. The product is [CH:19]([O:18][C:5]1[C:6]2[O:11][CH:10]([C:12]3[CH:17]=[CH:16][CH:15]=[CH:14][CH:13]=3)[O:9][CH2:8][C:7]=2[CH:2]=[CH:3][C:4]=1[N+:22]([O-:24])=[O:23])([CH3:21])[CH3:20]. The yield is 0.700. (3) The reactants are [C:1]([N:8]1[CH:12]=[CH:11]N=C1)(N1C=CN=C1)=[S:2].NC1C=[C:18]([Cl:20])[C:17]([S:21][C:22]2[CH:29]=[CH:28][C:25]([C:26]#[N:27])=[CH:24][CH:23]=2)=[C:16]([Cl:30])[CH:15]=1. The catalyst is ClCCl. The product is [Cl:20][C:18]1[CH:11]=[C:12]([N:8]=[C:1]=[S:2])[CH:15]=[C:16]([Cl:30])[C:17]=1[S:21][C:22]1[CH:23]=[CH:24][C:25]([C:26]#[N:27])=[CH:28][CH:29]=1. The yield is 0.520. (4) The reactants are [C:1]1([CH3:11])[CH:6]=[CH:5][C:4]([S:7]([OH:10])(=[O:9])=[O:8])=[CH:3][CH:2]=1.[Cl:12][C:13]1[CH:18]=[CH:17][C:16]([CH:19]2[N:23]([C:24]3[CH:29]=[CH:28][C:27]([Cl:30])=[CH:26][C:25]=3[Cl:31])[N:22]=[C:21]([C:32]([NH:34][N:35]3[CH2:40][CH2:39][CH2:38][CH2:37][CH2:36]3)=[O:33])[CH2:20]2)=[CH:15][CH:14]=1. The catalyst is C(OCC)(=O)C. The product is [C:1]1([CH3:11])[CH:2]=[CH:3][C:4]([S:7]([OH:10])(=[O:8])=[O:9])=[CH:5][CH:6]=1.[Cl:12][C:13]1[CH:18]=[CH:17][C:16]([CH:19]2[N:23]([C:24]3[CH:29]=[CH:28][C:27]([Cl:30])=[CH:26][C:25]=3[Cl:31])[N:22]=[C:21]([C:32]([NH:34][N:35]3[CH2:36][CH2:37][CH2:38][CH2:39][CH2:40]3)=[O:33])[CH2:20]2)=[CH:15][CH:14]=1. The yield is 0.930.